From a dataset of Forward reaction prediction with 1.9M reactions from USPTO patents (1976-2016). Predict the product of the given reaction. Given the reactants [CH3:1][C:2]1[CH:9]=[CH:8][C:7]([CH3:10])=[CH:6][C:3]=1[CH2:4]Cl.[CH2:11]([N:18]1[C:26]2[C:21](=[CH:22][CH:23]=[C:24]([CH2:27][C:28]([OH:30])=[O:29])[CH:25]=2)[CH:20]=[CH:19]1)[C:12]1[CH:17]=[CH:16][CH:15]=[CH:14][CH:13]=1, predict the reaction product. The product is: [CH3:1][C:2]1[CH:9]=[CH:8][C:7]([CH3:10])=[CH:6][C:3]=1[CH2:4][N:18]1[C:26]2[C:21](=[CH:22][CH:23]=[C:24]([CH2:27][C:28]([OH:30])=[O:29])[CH:25]=2)[CH:20]=[CH:19]1.[CH2:11]([N:18]1[C:26]2[C:21](=[CH:22][CH:23]=[C:24]([CH2:27][C:28]([OH:30])=[O:29])[CH:25]=2)[CH:20]=[CH:19]1)[C:12]1[CH:13]=[CH:14][CH:15]=[CH:16][CH:17]=1.